Predict the reactants needed to synthesize the given product. From a dataset of Full USPTO retrosynthesis dataset with 1.9M reactions from patents (1976-2016). (1) Given the product [CH2:8]([N:10]([CH2:11][CH3:12])[C:17](=[O:18])[C:16]1[CH:20]=[CH:21][CH:22]=[CH:23][C:15]=1[O:14][CH3:13])[CH3:9], predict the reactants needed to synthesize it. The reactants are: C1(C)C=CC=CC=1.[CH2:8]([NH:10][CH2:11][CH3:12])[CH3:9].[CH3:13][O:14][C:15]1[CH:23]=[CH:22][CH:21]=[CH:20][C:16]=1[C:17](Cl)=[O:18].Cl.C(NCC)C. (2) Given the product [Cl:1][C:2]1[CH:7]=[C:6]([NH:8][C:18](=[O:19])[C:17]([CH3:22])([CH3:21])[CH3:16])[CH:5]=[CH:4][N:3]=1, predict the reactants needed to synthesize it. The reactants are: [Cl:1][C:2]1[CH:7]=[C:6]([NH2:8])[CH:5]=[CH:4][N:3]=1.C(N(CC)CC)C.[CH3:16][C:17]([CH3:22])([CH3:21])[C:18](Cl)=[O:19].[NH4+].[Cl-].